Predict the product of the given reaction. From a dataset of Forward reaction prediction with 1.9M reactions from USPTO patents (1976-2016). Given the reactants [NH2:1][C:2]([CH3:10])([CH3:9])[CH2:3][NH:4][S:5]([CH3:8])(=[O:7])=[O:6].[Cl:11][C:12]1[N:17]=[C:16](Cl)[C:15]([Cl:19])=[CH:14][N:13]=1.CCN(CC)CC, predict the reaction product. The product is: [Cl:11][C:12]1[N:17]=[C:16]([NH:1][C:2]([CH3:10])([CH3:9])[CH2:3][NH:4][S:5]([CH3:8])(=[O:7])=[O:6])[C:15]([Cl:19])=[CH:14][N:13]=1.